Dataset: Full USPTO retrosynthesis dataset with 1.9M reactions from patents (1976-2016). Task: Predict the reactants needed to synthesize the given product. (1) Given the product [CH3:21][O:20][CH:19]([O:22][CH3:23])[CH2:18][CH2:17][N:6]1[CH:7]=[C:2]([F:1])[C:3](=[O:9])[NH:4][C:5]1=[O:8], predict the reactants needed to synthesize it. The reactants are: [F:1][C:2]1[C:3](=[O:9])[NH:4][C:5](=[O:8])[NH:6][CH:7]=1.C(=O)([O-])[O-].[K+].[K+].Br[CH2:17][CH2:18][CH:19]([O:22][CH3:23])[O:20][CH3:21]. (2) Given the product [NH2:39][C:34]1[C:35]([C:36]([NH:10][C:6]2[CH:7]=[N:8][CH:9]=[C:4]([F:3])[C:5]=2[C:11]2[N:12]([CH3:16])[CH:13]=[N:14][CH:15]=2)=[O:37])=[C:28]2[N:27]=[CH:26][C:31]([F:32])=[CH:30][N:29]2[N:33]=1, predict the reactants needed to synthesize it. The reactants are: Cl.Cl.[F:3][C:4]1[C:5]([C:11]2[N:12]([CH3:16])[CH:13]=[N:14][CH:15]=2)=[C:6]([NH2:10])[CH:7]=[N:8][CH:9]=1.ClC1C=CC2N=NN([C:26]3[C:31]([F:32])=[CH:30][N:29]4[N:33]=[C:34]([NH2:39])[C:35]([C:36]([O-])=[O:37])=[C:28]4[N:27]=3)C=2C=1.CCN(C(C)C)C(C)C.C(O)(C(F)(F)F)=O.